From a dataset of Forward reaction prediction with 1.9M reactions from USPTO patents (1976-2016). Predict the product of the given reaction. (1) Given the reactants [NH2:1][CH:2]([C:9]1[C:14]([O:15][CH3:16])=[CH:13][CH:12]=[CH:11][C:10]=1[O:17][CH3:18])[CH2:3][CH2:4][C:5]([O:7]C)=O.[C:19]1([C:25]2[N:30]=[C:29]([CH:31]=O)[CH:28]=[CH:27][CH:26]=2)[CH:24]=[CH:23][CH:22]=[CH:21][CH:20]=1, predict the reaction product. The product is: [CH3:18][O:17][C:10]1[CH:11]=[CH:12][CH:13]=[C:14]([O:15][CH3:16])[C:9]=1[CH:2]1[N:1]([CH2:31][C:29]2[CH:28]=[CH:27][CH:26]=[C:25]([C:19]3[CH:24]=[CH:23][CH:22]=[CH:21][CH:20]=3)[N:30]=2)[C:5](=[O:7])[CH2:4][CH2:3]1. (2) Given the reactants [H-].[Na+].[F:3][C:4]([F:18])([F:17])[C:5]1[CH:10]=[CH:9][C:8]([CH2:11][C:12]([O:14]CC)=[O:13])=[CH:7][CH:6]=1.Br[CH2:20][CH2:21][O:22][CH2:23][CH2:24]Br, predict the reaction product. The product is: [F:18][C:4]([F:3])([F:17])[C:5]1[CH:6]=[CH:7][C:8]([C:11]2([C:12]([OH:14])=[O:13])[CH2:24][CH2:23][O:22][CH2:21][CH2:20]2)=[CH:9][CH:10]=1. (3) The product is: [O:21]1[CH2:20][C@@H:19]1[CH2:18][O:17][C:6]1[C:5]2[C:10](=[CH:11][CH:12]=[CH:13][CH:4]=2)[N:9]=[CH:8][CH:7]=1. Given the reactants [H-].[Na+].O[C:4]1[CH:13]=[CH:12][CH:11]=[C:10]2[C:5]=1[CH:6]=[CH:7][CH:8]=[N:9]2.S(C1C=CC(C)=CC=1)([O:17][CH2:18][C@@H:19]1[O:21][CH2:20]1)(=O)=O, predict the reaction product. (4) The product is: [O:3]1[CH2:4][CH2:5][CH2:6][O:1][CH:2]1[C:7]1[CH:12]=[CH:11][C:10]([C:13]2[S:14][C:15]3[C:20]([N:21]=2)=[CH:19][CH:18]=[C:17]([C:22]([C:27]2[CH:28]=[CH:29][CH:30]=[CH:31][CH:32]=2)([CH2:23][CH2:24][CH:25]=[CH2:26])[CH2:47][CH:46]=[CH2:45])[N:16]=3)=[C:9]([F:33])[CH:8]=1. Given the reactants [O:1]1[CH2:6][CH2:5][CH2:4][O:3][CH:2]1[C:7]1[CH:12]=[CH:11][C:10]([C:13]2[S:14][C:15]3[C:20]([N:21]=2)=[CH:19][CH:18]=[C:17]([CH:22]([C:27]2[CH:32]=[CH:31][CH:30]=[CH:29][CH:28]=2)[CH2:23][CH2:24][CH:25]=[CH2:26])[N:16]=3)=[C:9]([F:33])[CH:8]=1.C[Si]([N-][Si](C)(C)C)(C)C.[Na+].O1C[CH2:47][CH2:46][CH2:45]1.C(I)C=C, predict the reaction product. (5) The product is: [I:1][C:2]1[C:3]([N:16]([CH3:15])[CH3:12])=[CH:4][C:5]2[O:9][CH2:8][O:7][C:6]=2[CH:10]=1. Given the reactants [I:1][C:2]1[C:3](N)=[CH:4][C:5]2[O:9][CH2:8][O:7][C:6]=2[CH:10]=1.[CH2:12]=O.[BH3-][C:15]#[N:16].[Na+].O, predict the reaction product. (6) The product is: [Cl:1][C:2]1[C:3]([C:18]#[N:19])=[CH:4][C:5]2[N:6]([C:8]([S:14]([Cl:29])(=[O:16])=[O:15])=[C:9]([CH:11]([CH3:13])[CH3:12])[N:10]=2)[CH:7]=1. Given the reactants [Cl:1][C:2]1[C:3]([C:18]#[N:19])=[CH:4][C:5]2[N:6]([C:8]([S:14](O)(=[O:16])=[O:15])=[C:9]([CH:11]([CH3:13])[CH3:12])[N:10]=2)[CH:7]=1.C(N(CC)CC)C.P(Cl)(Cl)([Cl:29])=O.O, predict the reaction product.